The task is: Predict the product of the given reaction.. This data is from Forward reaction prediction with 1.9M reactions from USPTO patents (1976-2016). (1) Given the reactants CCCC[N+](CCCC)(CCCC)CCCC.[F-].[Si]([O:26][C@H:27]1[CH2:32][CH2:31][C@@:30]([C@H:34]2[CH2:42][CH2:41][C@@:40]3([CH3:43])[C@@H:36]([CH2:37][CH2:38][C:39]3=[CH2:44])[C@@H:35]2[CH2:45][NH:46][CH2:47][C:48]2[CH:53]=[C:52]([O:54][CH3:55])[CH:51]=[C:50]([O:56][CH3:57])[CH:49]=2)([CH3:33])[C@@H:29]([CH2:58][O:59][Si](C(C)(C)C)(C)C)[CH2:28]1)(C(C)(C)C)(C)C, predict the reaction product. The product is: [CH3:57][O:56][C:50]1[CH:49]=[C:48]([CH:53]=[C:52]([O:54][CH3:55])[CH:51]=1)[CH2:47][NH:46][CH2:45][C@@H:35]1[C@@H:34]([C@@:30]2([CH3:33])[CH2:31][CH2:32][C@H:27]([OH:26])[CH2:28][C@@H:29]2[CH2:58][OH:59])[CH2:42][CH2:41][C@@:40]2([CH3:43])[C@H:36]1[CH2:37][CH2:38][C:39]2=[CH2:44]. (2) Given the reactants [Cl:1][C:2]1[N:7]=[CH:6][C:5]([C:8](=[N:10][OH:11])[NH2:9])=[CH:4][CH:3]=1.[CH3:12][C:13]([CH3:18])([CH3:17])[C:14](Cl)=O, predict the reaction product. The product is: [C:13]([C:18]1[O:11][N:10]=[C:8]([C:5]2[CH:4]=[CH:3][C:2]([Cl:1])=[N:7][CH:6]=2)[N:9]=1)([CH3:17])([CH3:14])[CH3:12]. (3) Given the reactants NCCC[N:5]1[C:13]2[C:8](=[CH:9][C:10]([Br:14])=[CH:11][CH:12]=2)[C:7]2([O:19][CH2:18][CH2:17][CH2:16][O:15]2)[C:6]1=[O:20].N, predict the reaction product. The product is: [Br:14][C:10]1[CH:9]=[C:8]2[C:13](=[CH:12][CH:11]=1)[NH:5][C:6](=[O:20])[C:7]12[O:19][CH2:18][CH2:17][CH2:16][O:15]1. (4) Given the reactants [N:1]1([CH:6]([C:8]2[CH:36]=[CH:35][C:11]([CH2:12][N:13]3[CH:21]=[C:20]4[C:15]([N:16]=[C:17]([C:33]#[N:34])[N:18]=[C:19]4[NH:22][CH2:23][C:24]4[C:29]([Cl:30])=[CH:28][CH:27]=[C:26]([OH:31])[C:25]=4[F:32])=[N:14]3)=[CH:10][CH:9]=2)[CH3:7])[CH:5]=[CH:4][CH:3]=[N:2]1.[C:37](=O)([O-])[O-].[Cs+].[Cs+].IC, predict the reaction product. The product is: [N:1]1([CH:6]([C:8]2[CH:36]=[CH:35][C:11]([CH2:12][N:13]3[CH:21]=[C:20]4[C:15]([N:16]=[C:17]([C:33]#[N:34])[N:18]=[C:19]4[NH:22][CH2:23][C:24]4[C:29]([Cl:30])=[CH:28][CH:27]=[C:26]([O:31][CH3:37])[C:25]=4[F:32])=[N:14]3)=[CH:10][CH:9]=2)[CH3:7])[CH:5]=[CH:4][CH:3]=[N:2]1. (5) Given the reactants [OH:1][C:2]1[CH:17]=[CH:16][CH:15]=[CH:14][C:3]=1[CH2:4][C:5]1[CH:13]=[CH:12][C:8]([C:9]([NH2:11])=[O:10])=[CH:7][CH:6]=1.C(O[C@@H:22]1[O:39][C@H:38]([CH2:40][O:41]C(=O)C)[C@@H:33]([O:34]C(=O)C)[C@H:28]([O:29]C(=O)C)[C@H:23]1[O:24]C(=O)C)(=O)C, predict the reaction product. The product is: [O:1]([C:2]1[CH:17]=[CH:16][CH:15]=[CH:14][C:3]=1[CH2:4][C:5]1[CH:13]=[CH:12][C:8]([C:9](=[O:10])[NH2:11])=[CH:7][CH:6]=1)[C@@H:22]1[O:39][C@H:38]([CH2:40][OH:41])[C@@H:33]([OH:34])[C@H:28]([OH:29])[C@H:23]1[OH:24]. (6) Given the reactants Cl[C:2]1[CH:7]=[C:6]([C:8]2[CH:13]=[CH:12][CH:11]=[C:10]([CH3:14])[C:9]=2[CH3:15])[N:5]=[C:4]([NH2:16])[N:3]=1.[N:17]1[C:18]([CH2:26][NH2:27])=[CH:19][N:20]2[CH:25]=[CH:24][CH:23]=[CH:22][C:21]=12.CCN(CC)CC.C(O)CCC, predict the reaction product. The product is: [CH3:15][C:9]1[C:10]([CH3:14])=[CH:11][CH:12]=[CH:13][C:8]=1[C:6]1[N:5]=[C:4]([NH2:16])[N:3]=[C:2]([NH:27][CH2:26][C:18]2[N:17]=[C:21]3[CH:22]=[CH:23][CH:24]=[CH:25][N:20]3[CH:19]=2)[CH:7]=1.